From a dataset of Full USPTO retrosynthesis dataset with 1.9M reactions from patents (1976-2016). Predict the reactants needed to synthesize the given product. (1) Given the product [OH:7][CH2:8][CH2:9][O:10][CH2:11][N:12]1[CH:19]=[C:18]([CH:20]([N:3]=[N+:4]=[N-:5])[CH2:21][I:1])[C:16](=[O:17])[NH:15][C:13]1=[O:14], predict the reactants needed to synthesize it. The reactants are: [I:1]Cl.[N-:3]=[N+:4]=[N-:5].[Na+].[OH:7][CH2:8][CH2:9][O:10][CH2:11][N:12]1[CH:19]=[C:18]([CH:20]=[CH2:21])[C:16](=[O:17])[NH:15][C:13]1=[O:14]. (2) Given the product [O:30]1[CH:34]=[CH:33][CH:32]=[C:31]1[C:35]1[CH:36]=[C:37]2[C:42](=[CH:43][CH:44]=1)[C:41](=[O:45])[NH:40][C:39](=[O:46])[C:38]2=[CH:47][NH:50][CH2:51][C:52]1[CH:53]=[C:54]([OH:59])[CH:55]=[CH:56][C:57]=1[I:58], predict the reactants needed to synthesize it. The reactants are: OC1C=C(CNC=C2C3C(=CC=C(I)C=3)C(=O)NC2=O)C=CC=1C1C=CC=CC=1.[O:30]1[CH:34]=[CH:33][CH:32]=[C:31]1[C:35]1[CH:36]=[C:37]2[C:42](=[CH:43][CH:44]=1)[C:41](=[O:45])[NH:40][C:39](=[O:46])[C:38]2=[CH:47]OC.[NH2:50][CH2:51][C:52]1[CH:53]=[C:54]([OH:59])[CH:55]=[CH:56][C:57]=1[I:58]. (3) Given the product [C:1]([S:5]([C:8]1[CH:9]=[C:10]2[C:15](=[CH:16][C:17]=1[O:18][CH2:19][CH:20]([OH:22])[CH3:21])[N:14]=[CH:13][CH:12]=[C:11]2[Cl:23])(=[O:6])=[O:7])([CH3:3])([CH3:2])[CH3:4], predict the reactants needed to synthesize it. The reactants are: [C:1]([S:5]([C:8]1[CH:9]=[C:10]2[C:15](=[CH:16][C:17]=1[O:18][CH2:19][C:20](=[O:22])[CH3:21])[N:14]=[CH:13][CH:12]=[C:11]2[Cl:23])(=[O:7])=[O:6])([CH3:4])([CH3:3])[CH3:2].[BH4-].[Na+].